This data is from Catalyst prediction with 721,799 reactions and 888 catalyst types from USPTO. The task is: Predict which catalyst facilitates the given reaction. Reactant: [N+:1]([C:4]1[CH:5]=[C:6]([OH:14])[CH:7]=[C:8]([C:10]([F:13])([F:12])[F:11])[CH:9]=1)([O-:3])=[O:2].C(=O)([O-])[O-].[Cs+].[Cs+].C1(C)C=CC(S(O[CH2:31][CH2:32][Cl:33])(=O)=O)=CC=1. Product: [Cl:33][CH2:32][CH2:31][O:14][C:6]1[CH:7]=[C:8]([C:10]([F:11])([F:12])[F:13])[CH:9]=[C:4]([N+:1]([O-:3])=[O:2])[CH:5]=1. The catalyst class is: 6.